This data is from Full USPTO retrosynthesis dataset with 1.9M reactions from patents (1976-2016). The task is: Predict the reactants needed to synthesize the given product. (1) The reactants are: C(NC(C)C)(C)C.C([Li])CCC.[CH2:13]([N:20]1[CH2:25][CH2:24][CH:23]([CH2:26][C:27]([O:29][CH3:30])=[O:28])[CH2:22][CH2:21]1)[C:14]1[CH:19]=[CH:18][CH:17]=[CH:16][CH:15]=1.[N+:31]([C:34]1[CH:41]=[CH:40][CH:39]=[CH:38][C:35]=1[CH:36]=[O:37])([O-:33])=[O:32]. Given the product [CH2:13]([N:20]1[CH2:25][CH2:24][CH:23]([CH:26]([CH:36]([OH:37])[C:35]2[CH:38]=[CH:39][CH:40]=[CH:41][C:34]=2[N+:31]([O-:33])=[O:32])[C:27]([O:29][CH3:30])=[O:28])[CH2:22][CH2:21]1)[C:14]1[CH:15]=[CH:16][CH:17]=[CH:18][CH:19]=1, predict the reactants needed to synthesize it. (2) The reactants are: [F:1][C:2]1[CH:7]=[CH:6][C:5]([C:8]2([OH:33])[CH2:13][CH2:12][N:11]([C:14]([C:16]3[CH:17]=[C:18]4[C:22](=[CH:23][CH:24]=3)[NH:21][C:20]3[C:25]5[NH:32][N:31]=[CH:30][C:26]=5[CH2:27][CH2:28][CH2:29][C:19]4=3)=[O:15])[CH2:10][CH2:9]2)=[CH:4][CH:3]=1.[CH3:34][S:35](O)(=[O:37])=[O:36]. Given the product [CH3:34][S:35]([O:33][C:8]1([C:5]2[CH:4]=[CH:3][C:2]([F:1])=[CH:7][CH:6]=2)[CH2:13][CH2:12][N:11]([C:14]([C:16]2[CH:17]=[C:18]3[C:22](=[CH:23][CH:24]=2)[NH:21][C:20]2[C:25]4[NH:32][N:31]=[CH:30][C:26]=4[CH2:27][CH2:28][CH2:29][C:19]3=2)=[O:15])[CH2:10][CH2:9]1)(=[O:37])=[O:36], predict the reactants needed to synthesize it. (3) Given the product [CH3:1][O:2][C:3]1[C:8]2[O:9][CH2:10][CH2:11][O:12][C:7]=2[C:6]([C:13]2([CH2:23][CH2:24][C:25]([O:27][CH2:28][CH3:29])=[O:26])[CH2:22][CH2:21][C:16]3([O:17][CH2:18][CH2:19][O:20]3)[CH2:15][CH2:14]2)=[CH:5][CH:4]=1, predict the reactants needed to synthesize it. The reactants are: [CH3:1][O:2][C:3]1[C:8]2[O:9][CH2:10][CH2:11][O:12][C:7]=2[C:6]([C:13]2([CH:23]=[CH:24][C:25]([O:27][CH2:28][CH3:29])=[O:26])[CH2:22][CH2:21][C:16]3([O:20][CH2:19][CH2:18][O:17]3)[CH2:15][CH2:14]2)=[CH:5][CH:4]=1. (4) Given the product [Br:23][C:24]1[CH:29]=[CH:28][N:27]=[C:26]2[N:30]([CH3:34])[CH:31]=[C:32]([C:10]3[CH:9]=[C:8]4[C:4]([CH:5]=[CH:6][N:7]4[CH2:20][CH2:21][OH:22])=[CH:3][C:2]=3[F:1])[C:25]=12, predict the reactants needed to synthesize it. The reactants are: [F:1][C:2]1[CH:3]=[C:4]2[C:8](=[CH:9][C:10]=1B1OC(C)(C)C(C)(C)O1)[N:7]([CH2:20][CH2:21][OH:22])[CH:6]=[CH:5]2.[Br:23][C:24]1[CH:29]=[CH:28][N:27]=[C:26]2[N:30]([CH3:34])[CH:31]=[C:32](I)[C:25]=12. (5) Given the product [CH3:1][O:2][C:3](=[O:15])[C:4](=[CH2:13])[NH:5][C:6]([O:8][C:9]([CH3:10])([CH3:11])[CH3:12])=[O:7], predict the reactants needed to synthesize it. The reactants are: [CH3:1][O:2][C:3](=[O:15])[CH:4]([CH2:13]O)[NH:5][C:6]([O:8][C:9]([CH3:12])([CH3:11])[CH3:10])=[O:7].C(N(CC)CC)C.C1(C)C=CC=CC=1. (6) Given the product [OH:12][CH2:11][C:6]1[CH:5]=[C:4]([CH:9]=[C:8]([CH3:10])[N:7]=1)[C:3]([NH2:14])=[O:2], predict the reactants needed to synthesize it. The reactants are: C[O:2][C:3](=O)[C:4]1[CH:9]=[C:8]([CH3:10])[N:7]=[C:6]([CH2:11][OH:12])[CH:5]=1.[NH3:14].